This data is from Peptide-MHC class II binding affinity with 134,281 pairs from IEDB. The task is: Regression. Given a peptide amino acid sequence and an MHC pseudo amino acid sequence, predict their binding affinity value. This is MHC class II binding data. The peptide sequence is FRHLAREKNPRLCTK. The MHC is DRB1_0301 with pseudo-sequence DRB1_0301. The binding affinity (normalized) is 0.550.